Dataset: Experimentally validated miRNA-target interactions with 360,000+ pairs, plus equal number of negative samples. Task: Binary Classification. Given a miRNA mature sequence and a target amino acid sequence, predict their likelihood of interaction. (1) The miRNA is hsa-miR-5681a with sequence AGAAAGGGUGGCAAUACCUCUU. The protein sequence of the target gene is MSGDGATEQAAEYVPEKVKKAEKKLEENPYDLDAWSILIREAQNQPIDKARKTYERLVAQFPSSGRFWKLYIEAEIKAKNYDKVEKLFQRCLMKVLHIDLWKCYLSYVRETKGKLPSYKEKMAQAYDFALDKIGMEIMSYQIWVDYINFLKGVEAVGSYAENQRITAVRRVYQRGCVNPMINIEQLWRDYNKYEEGINIHLAKKMIEDRSRDYMNARRVAKEYETVMKGLDRNAPSVPPQNTPQEAQQVDMWKKYIQWEKSNPLRTEDQTLITKRVMFAYEQCLLVLGHHPDIWYEAAQY.... Result: 0 (no interaction). (2) The miRNA is hsa-miR-6721-5p with sequence UGGGCAGGGGCUUAUUGUAGGAG. The protein sequence of the target gene is MSQLSTNLGDSSPPESPVPAVHSRPTVLMRAPPASSRAPPVPWDPPPVDLQAPMAAWQAPQPAWEAPEGQLPAPVAQLAQPPGLGAPMVQAPPLGGGMAKPPTPGVLMVHQPPPGAPMAQSSTPGVLMLHPSVTGAPLAHPPPPGTPMTHPPGTSMAHPPPPPPPPPPPPPPGTPMTHPPPPGTPMGHHPPPGNPMTHPPPGNPMVHPLTHGAPMVHGGPHGTPMPHVPITGTPIAQQPTPGVLMAQQLTPGVLMVQPPAPGAPMVQPPPQAALMTQPAPSITPMAKPPGPGVVMIHPPG.... Result: 0 (no interaction). (3) The miRNA is hsa-miR-6130 with sequence UGAGGGAGUGGAUUGUAUG. The protein sequence of the target gene is MGSVRTNRYSIVSSEEDGMKLATMAVANGFGNGKSKVHTRQQCRSRFVKKDGHCNVQFINVGEKGQRYLADIFTTCVDIRWRWMLVIFCLAFVLSWLFFGCVFWLIALLHGDLDASKESKACVSEVNSFTAAFLFSIETQTTIGYGFRCVTDECPIAVFMVVFQSIVGCIIDAFIIGAVMAKMAKPKKRNETLVFSHNAVIAMRDGKLCLMWRVGNLRKSHLVEAHVRAQLLKSRITSEGEYIPLDQIDINVGFDSGIDRIFLVSPITIVHEIDEDSPLYDLSKQDIDNADFEIVVILEG.... Result: 0 (no interaction). (4) Result: 0 (no interaction). The miRNA is hsa-miR-7113-5p with sequence UCCAGGGAGACAGUGUGUGAG. The protein sequence of the target gene is MSLQAPSRLLELAGQSLLRNQFLTIFTLDELPREVFPLMFMEAFSMRRFEALKLMVQAWPFLRLPLGSLMKTPHLETLQAVLRGLDTLVAQKVRPRRWKLQVLDLRDVDENFWTIWSGARVLSCSPEAMSKRQTVEDCPRMGERQPLKVFIDLCLKESTLDECLSYLFGWIHYRRGLVHLCCSKVQNYSMPTSSFRNLLERIYPDSIQELEVWKKCSLNKTGKFAPYLSQMSNLRELFLAFGYERELYVSVQWPCIPDLDSPFLCLYYPQMLYIKKISNIKEHLEHLLRYLKNPLGAFIF....